Predict the reactants needed to synthesize the given product. From a dataset of Full USPTO retrosynthesis dataset with 1.9M reactions from patents (1976-2016). (1) Given the product [F:1][C:2]1[CH:7]=[C:6]([F:8])[C:5]([CH3:9])=[CH:4][C:3]=1[O:10][Si:19]([CH:23]([CH3:25])[CH3:24])([CH:20]([CH3:22])[CH3:21])[CH:17]([CH3:18])[CH3:16], predict the reactants needed to synthesize it. The reactants are: [F:1][C:2]1[CH:7]=[C:6]([F:8])[C:5]([CH3:9])=[CH:4][C:3]=1[OH:10].N1C=CN=C1.[CH3:16][CH:17]([Si:19](Cl)([CH:23]([CH3:25])[CH3:24])[CH:20]([CH3:22])[CH3:21])[CH3:18].O. (2) Given the product [N:1]1([C:10]2[S:14][C:13]([C:15]([NH:35][C:36]3[CH:41]=[CH:40][CH:39]=[CH:38][CH:37]=3)=[O:17])=[C:12]([O:18][CH2:19][C:20]3[CH:25]=[CH:24][CH:23]=[CH:22][C:21]=3[CH3:26])[CH:11]=2)[C:5]2[CH:6]=[CH:7][CH:8]=[CH:9][C:4]=2[N:3]=[CH:2]1, predict the reactants needed to synthesize it. The reactants are: [N:1]1([C:10]2[S:14][C:13]([C:15]([OH:17])=O)=[C:12]([O:18][CH2:19][C:20]3[CH:25]=[CH:24][CH:23]=[CH:22][C:21]=3[CH3:26])[CH:11]=2)[C:5]2[CH:6]=[CH:7][CH:8]=[CH:9][C:4]=2[N:3]=[CH:2]1.ClC(N(C)C)=C(C)C.[NH2:35][C:36]1[CH:41]=[CH:40][CH:39]=[CH:38][CH:37]=1.C(N(C(C)C)CC)(C)C. (3) Given the product [CH3:34][CH:32]([CH3:33])[C:31]([NH:30][C:26]1[CH:27]=[CH:28][CH:29]=[C:24]([CH:21]2[CH2:22][CH2:23][N:18]([CH2:17][C:12]3[CH:13]=[CH:14][CH:15]=[C:16]4[C:11]=3[CH:10]=[CH:9][N:8]4[C:2]3[CH:3]=[N:4][CH:5]=[CH:6][CH:7]=3)[CH2:19][CH2:20]2)[CH:25]=1)=[O:35], predict the reactants needed to synthesize it. The reactants are: I[C:2]1[CH:3]=[N:4][CH:5]=[CH:6][CH:7]=1.[NH:8]1[C:16]2[C:11](=[C:12]([CH2:17][N:18]3[CH2:23][CH2:22][CH:21]([C:24]4[CH:25]=[C:26]([NH:30][C:31](=[O:35])[CH:32]([CH3:34])[CH3:33])[CH:27]=[CH:28][CH:29]=4)[CH2:20][CH2:19]3)[CH:13]=[CH:14][CH:15]=2)[CH:10]=[CH:9]1. (4) Given the product [C:20]1([CH3:29])[CH:25]=[CH:24][C:23]([NH:26][C:27](=[O:28])[NH:1][C:2]2[CH:3]=[CH:4][C:5]([C:8]3[C:16]4[C:11](=[N:12][CH:13]=[CH:14][CH:15]=4)[NH:10][C:9]=3[C:17]([NH2:19])=[O:18])=[CH:6][CH:7]=2)=[CH:22][CH:21]=1, predict the reactants needed to synthesize it. The reactants are: [NH2:1][C:2]1[CH:7]=[CH:6][C:5]([C:8]2[C:16]3[C:11](=[N:12][CH:13]=[CH:14][CH:15]=3)[NH:10][C:9]=2[C:17]([NH2:19])=[O:18])=[CH:4][CH:3]=1.[C:20]1([CH3:29])[CH:25]=[CH:24][C:23]([N:26]=[C:27]=[O:28])=[CH:22][CH:21]=1.